Dataset: Reaction yield outcomes from USPTO patents with 853,638 reactions. Task: Predict the reaction yield, written as a fraction of the theoretical maximum amount of product (1.0 means a 100% yield; for example, 0.34 means a 34% yield). (1) The reactants are [CH:1]1([N:5]2[CH:9]=[C:8]([N+:10]([O-])=O)[N:7]=[CH:6]2)[CH2:4][CH2:3][CH2:2]1.C(N(C(C)C)CC)(C)C.[C:22]1([O:28][C:29](Cl)=[O:30])[CH:27]=[CH:26][CH:25]=[CH:24][CH:23]=1.C(O)(=O)C. The catalyst is C(OCC)(=O)C.[Pd].CO. The product is [C:22]1([O:28][C:29](=[O:30])[NH:10][C:8]2[N:7]=[CH:6][N:5]([CH:1]3[CH2:4][CH2:3][CH2:2]3)[CH:9]=2)[CH:27]=[CH:26][CH:25]=[CH:24][CH:23]=1. The yield is 0.650. (2) The reactants are [F:1][C:2]1[CH:7]=[CH:6][C:5]([N:8]2[C:12]([C:13]3[N:14]=[CH:15][N:16]([C:18]4[CH:26]=[CH:25][C:21]([C:22]([OH:24])=O)=[CH:20][N:19]=4)[CH:17]=3)=[C:11]([CH3:27])[N:10]=[N:9]2)=[CH:4][CH:3]=1.[NH2:28][CH:29]1[CH2:34][CH2:33][O:32][CH2:31][CH2:30]1. No catalyst specified. The product is [F:1][C:2]1[CH:7]=[CH:6][C:5]([N:8]2[C:12]([C:13]3[N:14]=[CH:15][N:16]([C:18]4[CH:26]=[CH:25][C:21]([C:22]([NH:28][CH:29]5[CH2:34][CH2:33][O:32][CH2:31][CH2:30]5)=[O:24])=[CH:20][N:19]=4)[CH:17]=3)=[C:11]([CH3:27])[N:10]=[N:9]2)=[CH:4][CH:3]=1. The yield is 0.760. (3) The reactants are [Cl:1][C:2]1[CH:11]=[CH:10][CH:9]=[C:8]2[C:3]=1[CH:4]=[CH:5][CH:6]=[C:7]2[C:12]([OH:14])=O.Cl.C(N=C=NCCCN(C)C)C.O.ON1C2C=CC=CC=2N=N1.[NH2:38][CH:39]([CH2:49][C:50]1[CH:51]=[CH:52][C:53]2[O:57][CH2:56][C:55]([CH3:59])([CH3:58])[C:54]=2[CH:60]=1)[CH:40]([C:42]1[CH:47]=[CH:46][CH:45]=[C:44]([Cl:48])[CH:43]=1)[OH:41]. The catalyst is CN(C)C=O.C(OCC)(=O)C. The product is [Cl:1][C:2]1[CH:11]=[CH:10][CH:9]=[C:8]2[C:3]=1[CH:4]=[CH:5][CH:6]=[C:7]2[C:12]([NH:38][CH:39]([CH2:49][C:50]1[CH:51]=[CH:52][C:53]2[O:57][CH2:56][C:55]([CH3:58])([CH3:59])[C:54]=2[CH:60]=1)[CH:40]([C:42]1[CH:47]=[CH:46][CH:45]=[C:44]([Cl:48])[CH:43]=1)[OH:41])=[O:14]. The yield is 0.760. (4) The catalyst is [Os](=O)(=O)(=O)=O.C1COCC1.O. The yield is 0.700. The reactants are [F:1][C:2]([F:26])([F:25])[O:3][C:4]1[CH:9]=[CH:8][C:7]([C:10]2[O:11][N:12]=[C:13]3[C:18]4[CH:19]=[CH:20][C:21]([CH:23]=C)=[CH:22][C:17]=4[CH2:16][CH2:15][C:14]=23)=[CH:6][CH:5]=1.I([O-])(=O)(=O)=[O:28].[Na+]. The product is [F:26][C:2]([F:1])([F:25])[O:3][C:4]1[CH:5]=[CH:6][C:7]([C:10]2[O:11][N:12]=[C:13]3[C:18]4[CH:19]=[CH:20][C:21]([CH:23]=[O:28])=[CH:22][C:17]=4[CH2:16][CH2:15][C:14]=23)=[CH:8][CH:9]=1.